Dataset: Catalyst prediction with 721,799 reactions and 888 catalyst types from USPTO. Task: Predict which catalyst facilitates the given reaction. Reactant: [CH2:1]([C:4]1[CH:9]=[CH:8][N+:7]([O-])=[CH:6][C:5]=1C1C=CC=CC=1)[CH2:2][CH3:3].ClCCl.CN(C)C(Cl)=O.[C:26](=O)([O-:28])[O-:27].[K+].[K+]. Product: [CH2:1]([C:4]1[CH:5]=[CH:6][N:7]=[C:8]([C:26]([OH:28])=[O:27])[CH:9]=1)[CH2:2][CH3:3]. The catalyst class is: 33.